Dataset: CYP2C9 inhibition data for predicting drug metabolism from PubChem BioAssay. Task: Regression/Classification. Given a drug SMILES string, predict its absorption, distribution, metabolism, or excretion properties. Task type varies by dataset: regression for continuous measurements (e.g., permeability, clearance, half-life) or binary classification for categorical outcomes (e.g., BBB penetration, CYP inhibition). Dataset: cyp2c9_veith. (1) The drug is Fc1ccc(C2CC(c3ccco3)=NN2c2ccccc2)cc1. The result is 1 (inhibitor). (2) The molecule is CC(C)c1cc(C(F)(F)F)nc(NNc2nc(C(C)C)cc(C(F)(F)F)n2)n1. The result is 0 (non-inhibitor). (3) The drug is Cc1cc(C(=O)CSc2nnc(N)s2)c(C)n1CCc1ccc(F)cc1. The result is 1 (inhibitor). (4) The molecule is CCNCCC1(CC)C(=O)NC(=O)NC1=O. The result is 0 (non-inhibitor). (5) The result is 0 (non-inhibitor). The drug is CC(=O)NC(=S)Nc1ccc(-c2nc3ccc(C)cc3s2)cc1.